This data is from Forward reaction prediction with 1.9M reactions from USPTO patents (1976-2016). The task is: Predict the product of the given reaction. Given the reactants [CH3:1][N:2]([CH3:23])[CH2:3][CH2:4][C@H:5]([NH:15]C(=O)OCC(C)C)[CH2:6][NH:7]C(=O)OCC(C)C.[ClH:24], predict the reaction product. The product is: [CH3:1][N:2]([CH3:23])[CH2:3][CH2:4][C@H:5]([NH2:15])[CH2:6][NH2:7].[ClH:24].